From a dataset of Forward reaction prediction with 1.9M reactions from USPTO patents (1976-2016). Predict the product of the given reaction. (1) Given the reactants [C:1]1([C:7]#[CH:8])[CH:6]=[CH:5][CH:4]=[CH:3][CH:2]=1.[CH2:9]([O:11][C:12](=[O:19])[C:13]([CH2:15][N:16]=[N+:17]=[N-:18])=[CH2:14])[CH3:10].O=C1O[C@H]([C@H](CO)O)C([O-])=C1O.[Na+], predict the reaction product. The product is: [CH2:9]([O:11][C:12](=[O:19])[C:13]([CH2:15][N:16]1[CH:8]=[C:7]([C:1]2[CH:6]=[CH:5][CH:4]=[CH:3][CH:2]=2)[N:18]=[N:17]1)=[CH2:14])[CH3:10]. (2) Given the reactants [F:1][C:2]1([F:30])[CH2:7][CH2:6][N:5]([C:8]2[CH:13]=[CH:12][C:11]([C:14]3[N:18]=[C:17]([C:19]4[CH:24]=[CH:23][C:22](F)=[CH:21][CH:20]=4)[O:16][N:15]=3)=[CH:10][C:9]=2[C:26]([F:29])([F:28])[F:27])[CH2:4][CH2:3]1.[NH2:31][C@H:32]1[CH2:36][CH2:35][C@@H:34]([C:37]([OH:39])=[O:38])[CH2:33]1.C(=O)([O-])[O-].[K+].[K+].CN(C=O)C, predict the reaction product. The product is: [F:30][C:2]1([F:1])[CH2:7][CH2:6][N:5]([C:8]2[CH:13]=[CH:12][C:11]([C:14]3[N:18]=[C:17]([C:19]4[CH:20]=[CH:21][C:22]([NH:31][C@H:32]5[CH2:36][CH2:35][C@@H:34]([C:37]([OH:39])=[O:38])[CH2:33]5)=[CH:23][CH:24]=4)[O:16][N:15]=3)=[CH:10][C:9]=2[C:26]([F:29])([F:28])[F:27])[CH2:4][CH2:3]1. (3) Given the reactants [ClH:1].Cl.[CH2:3]([C:5]1([N:9]([CH3:11])[CH3:10])[CH2:8][NH:7][CH2:6]1)[CH3:4].N1CC[CH2:14][CH2:13]1, predict the reaction product. The product is: [ClH:1].[ClH:1].[CH2:3]([C:5]1([N:9]2[CH2:11][CH2:14][CH2:13][CH2:10]2)[CH2:8][NH:7][CH2:6]1)[CH3:4].